From a dataset of Peptide-MHC class I binding affinity with 185,985 pairs from IEDB/IMGT. Regression. Given a peptide amino acid sequence and an MHC pseudo amino acid sequence, predict their binding affinity value. This is MHC class I binding data. (1) The peptide sequence is AISDPCMGL. The MHC is HLA-B35:01 with pseudo-sequence HLA-B35:01. The binding affinity (normalized) is 0.0847. (2) The peptide sequence is RYWRLRYRI. The MHC is HLA-A31:01 with pseudo-sequence HLA-A31:01. The binding affinity (normalized) is 0.898. (3) The MHC is HLA-B15:01 with pseudo-sequence HLA-B15:01. The binding affinity (normalized) is 0.0847. The peptide sequence is MFWKLPPWL. (4) The peptide sequence is SENDRLRLL. The MHC is H-2-Kk with pseudo-sequence H-2-Kk. The binding affinity (normalized) is 0.734. (5) The peptide sequence is GQVQLKKPY. The MHC is HLA-A26:01 with pseudo-sequence HLA-A26:01. The binding affinity (normalized) is 0.0847. (6) The peptide sequence is YLQMNSLR. The MHC is HLA-A33:01 with pseudo-sequence HLA-A33:01. The binding affinity (normalized) is 0.425. (7) The peptide sequence is YYQLESTQI. The MHC is HLA-A26:01 with pseudo-sequence HLA-A26:01. The binding affinity (normalized) is 0. (8) The peptide sequence is GRRPLKNRK. The MHC is HLA-B15:17 with pseudo-sequence HLA-B15:17. The binding affinity (normalized) is 0.0847. (9) The peptide sequence is FPASHMATY. The MHC is HLA-B48:01 with pseudo-sequence HLA-B48:01. The binding affinity (normalized) is 0.0847. (10) The peptide sequence is GGDPEVTF. The MHC is Mamu-B52 with pseudo-sequence Mamu-B52. The binding affinity (normalized) is 0.169.